Dataset: Full USPTO retrosynthesis dataset with 1.9M reactions from patents (1976-2016). Task: Predict the reactants needed to synthesize the given product. (1) Given the product [OH:4][C:5]1[CH:10]=[CH:9][CH:8]=[CH:7][C:6]=1[C:11]([NH:12][C:13]1[S:14][CH:15]=[CH:16][N:17]=1)=[O:18], predict the reactants needed to synthesize it. The reactants are: C([O:4][C:5]1[CH:10]=[CH:9][CH:8]=[CH:7][C:6]=1[C:11](=[O:18])[NH:12][C:13]1[S:14][CH:15]=[CH:16][N:17]=1)(=O)C.Cl. (2) Given the product [CH3:41][O:40][C:33]1[CH:34]=[C:35]([O:38][CH3:39])[CH:36]=[CH:37][C:32]=1[CH2:31][N:25]([C:26]1[S:27][CH:28]=[CH:29][N:30]=1)[S:22]([C:18]1[CH:17]=[C:16]2[C:21](=[CH:20][CH:19]=1)[C:12]([C:3]1[CH:4]=[CH:5][C:6]([C:8]([F:9])([F:10])[F:11])=[CH:7][C:2]=1[C:50]1[CH2:55][CH2:54][N:53]([C:56]([O:58][C:59]([CH3:62])([CH3:61])[CH3:60])=[O:57])[CH2:52][CH:51]=1)=[N:13][CH:14]=[CH:15]2)(=[O:23])=[O:24], predict the reactants needed to synthesize it. The reactants are: Br[C:2]1[CH:7]=[C:6]([C:8]([F:11])([F:10])[F:9])[CH:5]=[CH:4][C:3]=1[C:12]1[C:21]2[C:16](=[CH:17][C:18]([S:22]([N:25]([CH2:31][C:32]3[CH:37]=[CH:36][C:35]([O:38][CH3:39])=[CH:34][C:33]=3[O:40][CH3:41])[C:26]3[S:27][CH:28]=[CH:29][N:30]=3)(=[O:24])=[O:23])=[CH:19][CH:20]=2)[CH:15]=[CH:14][N:13]=1.CC1(C)C(C)(C)OB([C:50]2[CH2:55][CH2:54][N:53]([C:56]([O:58][C:59]([CH3:62])([CH3:61])[CH3:60])=[O:57])[CH2:52][CH:51]=2)O1.P([O-])([O-])([O-])=O.[K+].[K+].[K+].O1CCOCC1. (3) Given the product [Br:13][C:14]1[CH:15]=[C:16]2[C@:27]3([N:32]=[C:31]([NH2:33])[CH2:30][O:29][CH2:28]3)[C:26]3[CH:25]=[C:24]([O:4][CH2:3][C:2]([CH3:6])([CH3:5])[CH3:1])[N:23]=[CH:22][C:21]=3[O:20][C:17]2=[CH:18][CH:19]=1, predict the reactants needed to synthesize it. The reactants are: [CH3:1][C:2]([CH3:6])([CH3:5])[CH2:3][OH:4].CS(C)=O.[H-].[Na+].[Br:13][C:14]1[CH:15]=[C:16]2[C@:27]3([N:32]=[C:31]([NH2:33])[CH2:30][O:29][CH2:28]3)[C:26]3[CH:25]=[C:24](Cl)[N:23]=[CH:22][C:21]=3[O:20][C:17]2=[CH:18][CH:19]=1. (4) The reactants are: [Cl:1][C:2]1[CH:3]=[C:4]([CH:25]=[CH:26][CH:27]=1)[CH2:5][NH:6][C:7]([C:9]1O[CH:11]=[C:12]([Br:24])[C:13](=[O:23])[C:14]=1[O:15][CH2:16][C:17]1[CH:22]=[CH:21][CH:20]=[CH:19][CH:18]=1)=[O:8].C(O)C.[CH3:31][O:32][CH:33]([O:36][CH3:37])[CH2:34][NH2:35]. Given the product [Cl:1][C:2]1[CH:3]=[C:4]([CH:25]=[CH:26][CH:27]=1)[CH2:5][NH:6][C:7]([C:9]1[N:35]([CH2:34][CH:33]([O:36][CH3:37])[O:32][CH3:31])[CH:11]=[C:12]([Br:24])[C:13](=[O:23])[C:14]=1[O:15][CH2:16][C:17]1[CH:18]=[CH:19][CH:20]=[CH:21][CH:22]=1)=[O:8], predict the reactants needed to synthesize it. (5) Given the product [C:1]([O:5][C:6]([N:8]1[CH2:13][CH:12]=[C:11]([C:14]2[CH:19]=[CH:18][C:17]([C:30]3[N:35]=[CH:34][C:33]([F:36])=[CH:32][N:31]=3)=[C:16]([F:28])[CH:15]=2)[CH2:10][CH2:9]1)=[O:7])([CH3:2])([CH3:4])[CH3:3], predict the reactants needed to synthesize it. The reactants are: [C:1]([O:5][C:6]([N:8]1[CH2:13][CH:12]=[C:11]([C:14]2[CH:19]=[CH:18][C:17](B3OCC(C)(C)CO3)=[C:16]([F:28])[CH:15]=2)[CH2:10][CH2:9]1)=[O:7])([CH3:4])([CH3:3])[CH3:2].Cl[C:30]1[N:35]=[CH:34][C:33]([F:36])=[CH:32][N:31]=1.C(=O)([O-])[O-].[Na+].[Na+].C1(C)C=CC=CC=1. (6) Given the product [N+:28]([C:19]1[CH:20]=[C:21]([S:24](=[O:26])(=[O:25])[NH2:27])[CH:22]=[CH:23][C:18]=1[O:1][CH2:2][C@H:3]1[CH2:7][CH2:6][N:5]([C:8]([O:10][C:11]([CH3:14])([CH3:13])[CH3:12])=[O:9])[CH2:4]1)([O-:30])=[O:29], predict the reactants needed to synthesize it. The reactants are: [OH:1][CH2:2][C@H:3]1[CH2:7][CH2:6][N:5]([C:8]([O:10][C:11]([CH3:14])([CH3:13])[CH3:12])=[O:9])[CH2:4]1.[H-].[Na+].F[C:18]1[CH:23]=[CH:22][C:21]([S:24]([NH2:27])(=[O:26])=[O:25])=[CH:20][C:19]=1[N+:28]([O-:30])=[O:29]. (7) Given the product [CH2:25]([O:24][CH2:12][C:9]1([CH3:14])[C:8](=[O:13])[CH:7]=[C:6]([O:5][CH2:1][CH:2]([CH3:4])[CH3:3])[CH2:11][CH2:10]1)[C:26]1[CH:31]=[CH:30][CH:29]=[CH:28][CH:27]=1, predict the reactants needed to synthesize it. The reactants are: [CH2:1]([O:5][C:6]1[CH2:11][CH2:10][CH:9]([CH3:12])[C:8](=[O:13])[CH:7]=1)[CH:2]([CH3:4])[CH3:3].[CH:14]([N-]C(C)C)(C)C.[Li+].ClC[O:24][CH2:25][C:26]1[CH:31]=[CH:30][CH:29]=[CH:28][CH:27]=1. (8) Given the product [OH:36][C:6]1[C:5]([C:3]([NH:37][CH2:38][CH2:39][C:40]([OH:42])=[O:41])=[O:4])=[N:14][C:13]([C:15]2[CH:16]=[N:17][CH:18]=[CH:19][CH:20]=2)=[C:12]2[C:7]=1[CH:8]=[C:9]([C:30]1[CH:35]=[CH:34][CH:33]=[CH:32][CH:31]=1)[C:10](=[O:29])[N:11]2[C@@H:21]([C:23]1[CH:24]=[CH:25][CH:26]=[CH:27][CH:28]=1)[CH3:22], predict the reactants needed to synthesize it. The reactants are: CO[C:3]([C:5]1[C:6]([OH:36])=[C:7]2[C:12](=[C:13]([C:15]3[CH:16]=[N:17][CH:18]=[CH:19][CH:20]=3)[N:14]=1)[N:11]([C@@H:21]([C:23]1[CH:28]=[CH:27][CH:26]=[CH:25][CH:24]=1)[CH3:22])[C:10](=[O:29])[C:9]([C:30]1[CH:35]=[CH:34][CH:33]=[CH:32][CH:31]=1)=[CH:8]2)=[O:4].[NH2:37][CH2:38][CH2:39][C:40]([OH:42])=[O:41].C[O-].[Na+]. (9) Given the product [ClH:38].[ClH:38].[ClH:38].[NH2:22][C:18]1[CH:17]=[C:16]([C:5]2[N:6]=[C:7]([N:8]3[CH2:14][CH2:13][CH2:12][N:11]([CH3:15])[CH2:10][CH2:9]3)[C:2]([NH2:1])=[N:3][CH:4]=2)[CH:21]=[CH:20][N:19]=1, predict the reactants needed to synthesize it. The reactants are: [NH2:1][C:2]1[N:3]=[CH:4][C:5]([C:16]2[CH:21]=[CH:20][N:19]=[C:18]([NH:22]C(=O)OC(C)(C)C)[CH:17]=2)=[N:6][C:7]=1[N:8]1[CH2:14][CH2:13][CH2:12][N:11]([CH3:15])[CH2:10][CH2:9]1.C(O)C(N)(CO)CO.[ClH:38].Cl.